Dataset: Reaction yield outcomes from USPTO patents with 853,638 reactions. Task: Predict the reaction yield, written as a fraction of the theoretical maximum amount of product (1.0 means a 100% yield; for example, 0.34 means a 34% yield). The reactants are [F:1][C:2]1[CH:7]=[CH:6][CH:5]=[CH:4][C:3]=1[C:8]1[N:9]=[C:10]([CH2:20][N:21]2C(=O)C3C(=CC=CC=3)C2=O)[S:11][C:12]=1[S:13][C:14]1[CH:19]=[CH:18][CH:17]=[CH:16][CH:15]=1.O.NN.C(=O)([O-])O.[Na+]. The catalyst is C(O)C. The product is [F:1][C:2]1[CH:7]=[CH:6][CH:5]=[CH:4][C:3]=1[C:8]1[N:9]=[C:10]([CH2:20][NH2:21])[S:11][C:12]=1[S:13][C:14]1[CH:15]=[CH:16][CH:17]=[CH:18][CH:19]=1. The yield is 0.860.